Dataset: Reaction yield outcomes from USPTO patents with 853,638 reactions. Task: Predict the reaction yield, written as a fraction of the theoretical maximum amount of product (1.0 means a 100% yield; for example, 0.34 means a 34% yield). (1) The reactants are [Cl:1][C:2]1[CH:9]=[C:8](B2OC(C)(C)C(C)(C)O2)[CH:7]=[CH:6][C:3]=1[C:4]#[N:5].Br[C:20]1[CH:21]=[N:22][CH:23]=[CH:24][C:25]=1[CH:26]1[CH2:29][CH2:28][O:27]1.C(Cl)Cl.C([O-])([O-])=O.[Na+].[Na+]. The catalyst is CN(C=O)C.CCOC(C)=O.C1C=CC(P(C2C=CC=CC=2)[C-]2C=CC=C2)=CC=1.C1C=CC(P(C2C=CC=CC=2)[C-]2C=CC=C2)=CC=1.Cl[Pd]Cl.[Fe+2]. The product is [Cl:1][C:2]1[CH:9]=[C:8]([C:20]2[CH:21]=[N:22][CH:23]=[CH:24][C:25]=2[CH:26]2[CH2:29][CH2:28][O:27]2)[CH:7]=[CH:6][C:3]=1[C:4]#[N:5]. The yield is 0.0900. (2) The reactants are Cl[CH2:2][C:3]1[CH:4]=[C:5]([O:12][CH3:13])[C:6]2[O:10][CH2:9][O:8][C:7]=2[CH:11]=1.[C-:14]#[N:15].[Na+].O. The catalyst is CS(C)=O. The product is [CH3:13][O:12][C:5]1[C:6]2[O:10][CH2:9][O:8][C:7]=2[CH:11]=[C:3]([CH2:2][C:14]#[N:15])[CH:4]=1. The yield is 0.450. (3) The reactants are [NH:1]1[CH:5]=[CH:4][N:3]=[C:2]1[CH2:6][C:7]#[N:8].C([O:11][C:12](=O)[CH:13]([C:17]1[N:18]=[C:19]([CH3:22])[S:20][CH:21]=1)[C:14]([CH3:16])=O)C.C([O-])(=O)C.[NH4+]. The catalyst is O. The product is [CH3:16][C:14]1[C:6]([C:7]#[N:8])=[C:2]2[NH:3][CH:4]=[CH:5][N:1]2[C:12](=[O:11])[C:13]=1[C:17]1[N:18]=[C:19]([CH3:22])[S:20][CH:21]=1. The yield is 0.340.